This data is from Reaction yield outcomes from USPTO patents with 853,638 reactions. The task is: Predict the reaction yield, written as a fraction of the theoretical maximum amount of product (1.0 means a 100% yield; for example, 0.34 means a 34% yield). The reactants are [NH:1]1[CH:5]=[C:4]([CH2:6][N:7]2[CH2:11][CH:10]([CH2:12][CH2:13][CH3:14])[CH2:9][C:8]2=[O:15])[N:3]=[CH:2]1.[Cl:16]N1C(=O)CCC1=O. The catalyst is CC#N.C1COCC1. The product is [Cl:16][C:5]1[N:1]=[CH:2][NH:3][C:4]=1[CH2:6][N:7]1[CH2:11][CH:10]([CH2:12][CH2:13][CH3:14])[CH2:9][C:8]1=[O:15]. The yield is 0.760.